From a dataset of Full USPTO retrosynthesis dataset with 1.9M reactions from patents (1976-2016). Predict the reactants needed to synthesize the given product. (1) Given the product [NH2:11][C:9]1[N:8]2[N:23]=[C:24]([C:26]3[O:27][CH:28]=[CH:29][CH:30]=3)[N:25]=[C:7]2[CH:6]=[C:5]([CH2:1][CH2:2][CH2:3][CH3:4])[N:10]=1, predict the reactants needed to synthesize it. The reactants are: [CH2:1]([C:5]1[N:10]=[C:9]([NH:11]CC2C=CC(OC)=C(OC)C=2)[N:8]2[N:23]=[C:24]([C:26]3[O:27][CH:28]=[CH:29][CH:30]=3)[N:25]=[C:7]2[CH:6]=1)[CH2:2][CH2:3][CH3:4].O.C(C1C(=O)C(Cl)=C(Cl)C(=O)C=1C#N)#N.[OH-].[Na+]. (2) Given the product [NH2:1][C:2]1[O:3][C@H:4]([C:26]([F:27])([F:29])[F:28])[CH2:5][C@:6]([C:9]2[CH:10]=[C:11]([NH:16][C:31]3[N:32]=[CH:33][C:34]([F:43])=[C:35]4[C:40]=3[N:39]=[CH:38][C:37]([C:41]#[N:42])=[CH:36]4)[CH:12]=[N:13][C:14]=2[F:15])([CH3:8])[N:7]=1, predict the reactants needed to synthesize it. The reactants are: [NH2:1][C:2]1[O:3][C@H:4]([C:26]([F:29])([F:28])[F:27])[CH2:5][C@:6]([C:9]2[CH:10]=[C:11]([NH:16]C(=O)C3C=CC(Cl)=CN=3)[CH:12]=[N:13][C:14]=2[F:15])([CH3:8])[N:7]=1.Cl[C:31]1[N:32]=[CH:33][C:34]([F:43])=[C:35]2[C:40]=1[N:39]=[CH:38][C:37]([C:41]#[N:42])=[CH:36]2.CC1C=CC(S(O)(=O)=O)=CC=1. (3) Given the product [CH3:51][C@@H:40]1[NH:41][CH2:42][CH2:43][N:38]([CH2:37][C:35]2[S:36][C:32]([C:28]3[CH:27]=[C:26]([CH2:25][NH:24][C:18](=[O:20])[C:17]4[CH:21]=[CH:22][CH:23]=[C:15]([CH2:14][CH:11]5[CH2:10][CH2:9][NH:8][CH2:13][CH2:12]5)[CH:16]=4)[CH:31]=[CH:30][CH:29]=3)=[CH:33][CH:34]=2)[CH2:39]1, predict the reactants needed to synthesize it. The reactants are: CC(OC([N:8]1[CH2:13][CH2:12][CH:11]([CH2:14][C:15]2[CH:16]=[C:17]([CH:21]=[CH:22][CH:23]=2)[C:18]([OH:20])=O)[CH2:10][CH2:9]1)=O)(C)C.[NH2:24][CH2:25][C:26]1[CH:27]=[C:28]([C:32]2[S:36][C:35]([CH2:37][N:38]3[CH2:43][CH2:42][N:41](C(OC(C)(C)C)=O)[C@@H:40]([CH3:51])[CH2:39]3)=[CH:34][CH:33]=2)[CH:29]=[CH:30][CH:31]=1.C(Cl)CCl.C1C=CC2N(O)N=NC=2C=1.C([O-])([O-])=O.[Na+].[Na+]. (4) The reactants are: [F:1][C:2]1[CH:7]=[CH:6][CH:5]=[CH:4][C:3]=1[C:8](=[NH:10])[NH2:9].[Cl:11][C:12]([SH:15])(Cl)Cl.[OH-].[Na+]. Given the product [Cl:11][C:12]1[S:15][N:9]=[C:8]([C:3]2[CH:4]=[CH:5][CH:6]=[CH:7][C:2]=2[F:1])[N:10]=1, predict the reactants needed to synthesize it. (5) Given the product [F:1][C:2]1[CH:7]=[CH:6][C:5]([C:8]2[CH:9]=[C:10]3[C:15](=[CH:16][CH:17]=2)[CH:14]=[C:13]([S:18]([C:23]2[C:28]([C:29]4([OH:33])[CH2:32][CH2:31][CH2:30]4)=[CH:27][CH:26]=[CH:25][N:24]=2)(=[O:20])=[O:19])[CH:12]=[CH:11]3)=[CH:4][CH:3]=1, predict the reactants needed to synthesize it. The reactants are: [F:1][C:2]1[CH:7]=[CH:6][C:5]([C:8]2[CH:9]=[C:10]3[C:15](=[CH:16][CH:17]=2)[CH:14]=[C:13]([S:18]([O-:20])=[O:19])[CH:12]=[CH:11]3)=[CH:4][CH:3]=1.[Na+].Br[C:23]1[C:28]([C:29]2([OH:33])[CH2:32][CH2:31][CH2:30]2)=[CH:27][CH:26]=[CH:25][N:24]=1.